Dataset: HIV replication inhibition screening data with 41,000+ compounds from the AIDS Antiviral Screen. Task: Binary Classification. Given a drug SMILES string, predict its activity (active/inactive) in a high-throughput screening assay against a specified biological target. (1) The compound is CC12CCCC3(CC(O)C(C)(C)C3C(O)C1)C2. The result is 0 (inactive). (2) The drug is O=C(Nc1cc(Cl)c(Cl)cc1Cl)C(=O)C1C=CCS1(=O)=O. The result is 0 (inactive). (3) The compound is COc1cc(C=C2CCC(C)c3c2nc(N)c(C#N)c3-c2cc(OC)c(OC)c(OC)c2)cc(OC)c1OC. The result is 0 (inactive). (4) The molecule is Cc1nc2ccccc2[s+]c1-c1cnc(NC#N)nc1C(=O)Nc1cccc(Cl)c1. The result is 0 (inactive). (5) The compound is COC(=O)C1=C(c2ccccc2)c2ccccc2C(=O)N(C2CCCCC2)C=C1. The result is 0 (inactive). (6) The compound is COC(=O)C(Cc1c(C2Nc3ccccc3C2CC(NC(=O)CNC(C)=O)C(=O)OC)[nH]c2ccccc12)NC(=O)CNC(C)=O. The result is 0 (inactive). (7) The drug is CCCCC=CCc1[nH]c2ccccc2c(=O)c1C. The result is 0 (inactive). (8) The molecule is N#CC(C=Cc1ccccc1)NCCc1ccccc1. The result is 0 (inactive).